This data is from Drug-target binding data from BindingDB using IC50 measurements. The task is: Regression. Given a target protein amino acid sequence and a drug SMILES string, predict the binding affinity score between them. We predict pIC50 (pIC50 = -log10(IC50 in M); higher means more potent). Dataset: bindingdb_ic50. (1) The drug is CCN(CC)CCCNC(=O)c1sc2ccccc2c1Cl. The target protein sequence is MNVIRLKEDKFREALRLSEYAFQYKVDEDRLQQQITKMKESHEVYGIMEGENLAAKLHLIPFHIYIGKEKFKMGGVAGVATYPEYRRSGYVKELLQHSLQTMKKDGYTVSMLHPFAVSFYRKYGWELCANLLVCHMTKSDLVMKKQVNGTVKRFNKESHPEEVEKLYETFAELFSGMLVRNEKWWLQAVYDDLTLAIYYDENQTAAGYMLYKIENYKMTVEEFVPLHNEARNGLWNFICQHDSMIKDLEMTVSENEPLLYTLQEPRVKTEIKPYFMGRIVDVEQFLKQYELNWNNVQQEVILHITDSFAQWNNITVRIANHEITIIEEPIDKGIKLDINALSTILFGYRRPLELNELELISGSEEEIRAFESVVPVRKPFIYDFF. The pIC50 is 3.7. (2) The small molecule is CC(C)c1nn(-c2ccccc2)cc1C1c2nnnn2CCN1Cc1cc(F)ccc1F. The target protein sequence is HPGLGELGQGPDSYGSPSFRSTPEAPYASLTEIEHLVQSVCKSYRETCQLRLEDLLRQRSNIFSREEVTGYQRKSMWEMWERCAHHLTEAIQYVVEFAKRLSGFMELCQNDQIVLLKAGAMEVVLVRMCRAYNADNRTVFFEGKYGGMELFRALGCSELISSIFDFSHSLSALHFSEDEIALYTALVLINAHRPGLQEKRKVEQLQYNLELAFHHHLCKTHRQSILAKLPPKGKLRSLCSQHVERLQIFQHLHPIVVQAA. The pIC50 is 4.6. (3) The small molecule is CC(=O)Nc1ccc2nc(-c3cccc(NS(=O)(=O)c4cccc5ccccc45)c3)nc(N3CCOCC3)c2c1. The target protein (O00750) has sequence MSSTQGNGEHWKSLESVGISRKELAMAEALQMEYDALSRLRHDKEENRAKQNADPSLISWDEPGVDFYSKPAGRRTDLKLLRGLSGSDPTLNYNSLSPQEGPPNHSTSQGPQPGSDPWPKGSLSGDYLYIFDGSDGGVSSSPGPGDIEGSCKKLSPPPLPPRASIWDTPPLPPRKGSPSSSKISQPSDINTFSLVEQLPGKLLEHRILEEEEVLGGGGQGRLLGSVDYDGINDAITRLNLKSTYDAEMLRDATRGWKEGRGPLDFSKDTSGKPVARSKTMPPQVPPRTYASRYGNRKNATPGKNRRISAAPVGSRPHTVANGHELFEVSEERDEEVAAFCHMLDILRSGSDIQDYFLTGYVWSAVTPSPEHLGDEVNLKVTVLCDRLQEALTFTCNCSSTVDLLIYQTLCYTHDDLRNVDVGDFVLKPCGLEEFLQNKHALGSHEYIQYCRKFDIDIRLQLMEQKVVRSDLARTVNDDQSPSTLNYLVHLQERPVKQTIS.... The pIC50 is 6.3. (4) The small molecule is COc1ccccc1CNC(=O)c1cc(C(F)(F)F)nn1-c1cccc(CNC(=O)[C@H](C)N)c1. The target protein (Q9WVG6) has sequence MAAAAATAVGPGAGSAGVAGPGGAGPCATVSVFPGARLLTIGDANGEIQRHAEQQALRLEVRAGPDAAGIALYSHEDVCVFKCSVSRETECSRVGRQSFIITLGCNSVLIQFATPHDFCSFYNILKTCRGHTLERSVFSERTEESSAVQYFQFYGYLSQQQNMMQDYVRTGTYQRAILQNHTDFKDKIVLDVGCGSGILSFFAAQAGARKIYAVEASTMAQHAEVLVKSNNLTDRIVVIPGKVEEVSLPEQVDIIISEPMGYMLFNERMLESYLHAKKYLKPSGNMFPTIGDVHLAPFTDEQLYMEQFTKANFWYQPSFHGVDLSALRGAAVDEYFRQPVVDTFDIRILMAKSVKYTVNFLEAKEGDLHRIEIPFKFHMLHSGLVHGLAFWFDVAFIGSIMTVWLSTAPTEPLTHWYQVRCLFQSPLFAKAGDTLSGTCLLIANKRQSYDISIVAQVDQTGSKSSNLLDLKNPFFRYTGTTPSPPPGSHYTSPSENMWNT.... The pIC50 is 7.2. (5) The small molecule is CC(c1ccccc1F)c1nc2nc(-c3noc(=O)[nH]3)nc(-c3cncc(Cl)c3)c2n1C[C@H]1CC[C@H](C)CC1. The target protein sequence is SQIPASEQETLVRPKPLLLKLLKSVGAQKDTYTMKEVLFYLGQYIMTKRLYDEKQQHIVYCSNDLLGDLFGVPSFSVKEHRKIYTMIYRNLVVVNQQESSDSGTSVSEN. The pIC50 is 8.8. (6) The drug is O=C(Nc1cccc(-c2cc[nH]n2)c1)c1ccc2cc3n(c2c1)CCCNC3=O. The target protein (Q15349) has sequence MDLSMKKFAVRRFFSVYLRRKSRSKSSSLSRLEEEGVVKEIDISHHVKEGFEKADPSQFELLKVLGQGSYGKVFLVRKVKGSDAGQLYAMKVLKKATLKVRDRVRSKMERDILAEVNHPFIVKLHYAFQTEGKLYLILDFLRGGDLFTRLSKEVMFTEEDVKFYLAELALALDHLHSLGIIYRDLKPENILLDEEGHIKITDFGLSKEAIDHDKRAYSFCGTIEYMAPEVVNRRGHTQSADWWSFGVLMFEMLTGSLPFQGKDRKETMALILKAKLGMPQFLSGEAQSLLRALFKRNPCNRLGAGIDGVEEIKRHPFFVTIDWNTLYRKEIKPPFKPAVGRPEDTFHFDPEFTARTPTDSPGVPPSANAHHLFRGFSFVASSLIQEPSQQDLHKVPVHPIVQQLHGNNIHFTDGYEIKEDIGVGSYSVCKRCVHKATDTEYAVKIIDKSKRDPSEEIEILLRYGQHPNIITLKDVYDDGKFVYLVMELMRGGELLDRILR.... The pIC50 is 7.4.